This data is from Reaction yield outcomes from USPTO patents with 853,638 reactions. The task is: Predict the reaction yield, written as a fraction of the theoretical maximum amount of product (1.0 means a 100% yield; for example, 0.34 means a 34% yield). The yield is 0.360. The reactants are [CH2:1]([C:4]1[O:8][C:7]([CH:9]([O:12][C:13]2[C:14]([F:23])=[C:15]([C:19]([F:22])=[CH:20][CH:21]=2)[C:16]([NH2:18])=[O:17])[CH2:10][CH3:11])=[N:6][C:5]=1[C:24]1[CH:29]=[CH:28][C:27]([Cl:30])=[CH:26][CH:25]=1)[CH:2]=[CH2:3]. The catalyst is CO.[Pd]. The product is [Cl:30][C:27]1[CH:26]=[CH:25][C:24]([C:5]2[N:6]=[C:7]([CH:9]([O:12][C:13]3[C:14]([F:23])=[C:15]([C:19]([F:22])=[CH:20][CH:21]=3)[C:16]([NH2:18])=[O:17])[CH2:10][CH3:11])[O:8][C:4]=2[CH2:1][CH2:2][CH3:3])=[CH:29][CH:28]=1.